From a dataset of Experimentally validated miRNA-target interactions with 360,000+ pairs, plus equal number of negative samples. Binary Classification. Given a miRNA mature sequence and a target amino acid sequence, predict their likelihood of interaction. (1) The miRNA is hsa-miR-329-3p with sequence AACACACCUGGUUAACCUCUUU. The protein sequence of the target gene is MNYPGRGSPRSPEHNGRGGGGGAWELGSDARPAFGGGVCCFEHLPGGDPDDGDVPLALLRGEPGLHLAPGTDDHNHHLALDPCLSDENYDFSSAESGSSLRYYSEGESGGGGSSLSLHPPQQPPLVPTNSGGGGATGGSPGERKRTRLGGPAARHRYEVVTELGPEEVRWFYKEDKKTWKPFIGYDSLRIELAFRTLLQTTGARPQGGDRDGDHVCSPTGPASSSGEDDDEDRACGFCQSTTGHEPEMVELVNIEPVCVRGGLYEVDVTQGECYPVYWNQADKIPVMRGQWFIDGTWQPL.... Result: 1 (interaction). (2) The miRNA is hsa-miR-593-5p with sequence AGGCACCAGCCAGGCAUUGCUCAGC. The protein sequence of the target gene is MAVPAALILRESPSMKKAVSLINAIDTGRFPRLLTRILQKLHLKAESSFSEEEEEKLQAAFSLEKQDLHLVLETISFILEQAVYHNVKPAALQQQLENIHLRQDKAEAFVNTWSSMGQETVEKFRQRILAPCKLETVGWQLNLQMAHSAQAKLKSPQAVLQLGVNNEDSKSLEKVLVEFSHKELFDFYNKLETIQAQLDSLT. Result: 0 (no interaction). (3) The miRNA is hsa-miR-188-5p with sequence CAUCCCUUGCAUGGUGGAGGG. The protein sequence of the target gene is MAASMFYGRQLAAAALRSHRPQTTLRAAAQVLGNSGLFNKHGLQVQQQQQRTLSLHEYLSMELLQEAGVSVPKGFVAKSSDEAYAIAKKLGSKDVVIKAQVLAGGRGKGTFTSGLKGGVKIVFSPEEAKAVSSQMIGQKLITKQTGEKGRICNQVLVCERKYPRREYYFAITMERSFQGPVLIGSAQGGVNIEDVAAENPEAIVKEPIDIVEGIKKEQAVTLAQKMGFPSNIVDSAAENMIKLYNLFLKYDATMVEINPMVEDSDGKVLCMDAKINFDSNSAYRQKKIFDLQDWSQEDER.... Result: 0 (no interaction).